From a dataset of Catalyst prediction with 721,799 reactions and 888 catalyst types from USPTO. Predict which catalyst facilitates the given reaction. (1) The catalyst class is: 8. Product: [Na+:20].[CH2:1]([O:3][C:4]([C:6]1[CH2:11][C@@H:10]([N:12]=[CH:21][C:23]2[CH:28]=[CH:27][CH:26]=[CH:25][C:24]=2[S:29]([O-:32])(=[O:31])=[O:30])[C@H:9]([OH:13])[C@H:8]([O:14][CH:15]([CH2:16][CH3:17])[CH2:18][CH3:19])[CH:7]=1)=[O:5])[CH3:2]. Reactant: [CH2:1]([O:3][C:4]([C:6]1[CH2:11][C@@H:10]([NH2:12])[C@H:9]([OH:13])[C@H:8]([O:14][CH:15]([CH2:18][CH3:19])[CH2:16][CH3:17])[CH:7]=1)=[O:5])[CH3:2].[Na+:20].[CH:21]([C:23]1[CH:28]=[CH:27][CH:26]=[CH:25][C:24]=1[S:29]([O-:32])(=[O:31])=[O:30])=O. (2) Reactant: C(ON=O)CC(C)C.N[C:10]1[CH:19]=[C:18]2[C:13]([CH2:14][CH2:15][N:16]([C:21]3[CH:22]=[N:23][CH:24]=[CH:25][C:26]=3[C:27]([F:30])([F:29])[F:28])[C:17]2=[O:20])=[CH:12][C:11]=1[F:31].CO.C(Cl)(Cl)(Cl)[Cl:35]. Product: [Cl:35][C:10]1[CH:19]=[C:18]2[C:13]([CH2:14][CH2:15][N:16]([C:21]3[CH:22]=[N:23][CH:24]=[CH:25][C:26]=3[C:27]([F:30])([F:29])[F:28])[C:17]2=[O:20])=[CH:12][C:11]=1[F:31]. The catalyst class is: 22. (3) Reactant: [CH2:1]([OH:6])CCCC.C(SCCNC(=O)CCNC(=O)[C@H](O)C(C)(C)COP(O)(=O)OP(O)(=O)[O:26][CH2:27][C@H:28]1[O:32][C@@H:31](N2C3N=CN=C(N)C=3N=C2)[C@H:30]([OH:43])[C@@H:29]1[O:44]P(O)(O)=O)(=O)C.C1N=C(N)C2N=CN([C@@H]3[O:71][C@H](COP(OP(OC[C@H]4O[C@@H](N5C=C(C(N)=O)CC=C5)[C@H](O)[C@@H]4O)(O)=O)(O)=O)[C@@H](O)[C@H]3O)C=2N=1. Product: [O:6]=[CH:1][C@@H:31]([C@H:30]([C@@H:29]([C@@H:28]([CH2:27][OH:26])[OH:32])[OH:44])[OH:43])[OH:71]. The catalyst class is: 8. (4) Reactant: [Br:1][C:2]1[CH:3]=[C:4]2[C:9](=[CH:10][CH:11]=1)[N:8]([CH2:12][O:13][C:14]1[CH:19]=[CH:18][C:17]([CH:20]([C:26]#[C:27][CH3:28])[CH2:21][C:22]([O:24]C)=[O:23])=[CH:16][CH:15]=1)[C:7](=[O:29])[CH2:6][C:5]2([CH3:31])[CH3:30].[Li+].[OH-].OS(O)(=O)=O. Product: [Br:1][C:2]1[CH:3]=[C:4]2[C:9](=[CH:10][CH:11]=1)[N:8]([CH2:12][O:13][C:14]1[CH:19]=[CH:18][C:17]([CH:20]([C:26]#[C:27][CH3:28])[CH2:21][C:22]([OH:24])=[O:23])=[CH:16][CH:15]=1)[C:7](=[O:29])[CH2:6][C:5]2([CH3:31])[CH3:30]. The catalyst class is: 7. (5) Reactant: [O:1]=[C:2]1[NH:6][C:5]2[CH:7]=[CH:8][CH:9]=[C:10]([C:11]([O:13]C)=O)[C:4]=2[NH:3]1.[CH2:15]([Mg]Br)[CH3:16].[CH2:19](OCC)[CH3:20].Cl. Product: [CH2:19]([C:11]([C:10]1[C:4]2[NH:3][C:2](=[O:1])[NH:6][C:5]=2[CH:7]=[CH:8][CH:9]=1)([OH:13])[CH2:15][CH3:16])[CH3:20]. The catalyst class is: 7.